From a dataset of Full USPTO retrosynthesis dataset with 1.9M reactions from patents (1976-2016). Predict the reactants needed to synthesize the given product. Given the product [CH3:1][NH:2][C:3]([C:5]1[C:13]2[C:8](=[CH:9][C:10]([OH:14])=[CH:11][CH:12]=2)[N:7]([CH2:16][CH3:17])[C:6]=1[CH3:18])=[O:4], predict the reactants needed to synthesize it. The reactants are: [CH3:1][NH:2][C:3]([C:5]1[C:13]2[C:8](=[CH:9][C:10]([O:14]C)=[CH:11][CH:12]=2)[N:7]([CH2:16][CH3:17])[C:6]=1[CH3:18])=[O:4].B(Br)(Br)Br.